This data is from Full USPTO retrosynthesis dataset with 1.9M reactions from patents (1976-2016). The task is: Predict the reactants needed to synthesize the given product. (1) Given the product [CH2:22]([C:21]1[N:36]2[N:37]=[CH:38][N:39]=[C:35]2[N:34]([CH:32]2[CH2:31][CH2:30][O:29][CH:28]([CH3:27])[CH2:33]2)[C:17](=[O:18])[C:16]=1[CH2:15][C:12]1[CH:11]=[CH:10][C:9]([C:4]2[C:3]([C:1]#[N:2])=[CH:8][CH:7]=[CH:6][CH:5]=2)=[CH:14][CH:13]=1)[CH2:23][CH2:24][CH3:25], predict the reactants needed to synthesize it. The reactants are: [C:1]([C:3]1[CH:8]=[CH:7][CH:6]=[CH:5][C:4]=1[C:9]1[CH:14]=[CH:13][C:12]([CH2:15][CH:16]([C:21](=O)[CH2:22][CH2:23][CH2:24][CH3:25])[C:17](OC)=[O:18])=[CH:11][CH:10]=1)#[N:2].[CH3:27][CH:28]1[CH2:33][CH:32]([NH:34][C:35]2[NH:39][CH:38]=[N:37][N:36]=2)[CH2:31][CH2:30][O:29]1. (2) Given the product [C:11]([C:9]1[C:8]([OH:15])=[C:4]([C:3]([CH3:16])=[C:2]([Cl:1])[CH:10]=1)[C:5]([NH:21][C:20]1[CH:22]=[CH:23][C:24]([S:25]([C:28]([F:31])([F:29])[F:30])(=[O:27])=[O:26])=[C:18]([Cl:17])[CH:19]=1)=[O:7])([CH3:14])([CH3:13])[CH3:12], predict the reactants needed to synthesize it. The reactants are: [Cl:1][C:2]1[C:3]([CH3:16])=[C:4]([C:8]([OH:15])=[C:9]([C:11]([CH3:14])([CH3:13])[CH3:12])[CH:10]=1)[C:5]([OH:7])=O.[Cl:17][C:18]1[CH:19]=[C:20]([CH:22]=[CH:23][C:24]=1[S:25]([C:28]([F:31])([F:30])[F:29])(=[O:27])=[O:26])[NH2:21]. (3) Given the product [CH3:3][O:4][C:5]1[CH:6]=[C:7]2[C:11](=[C:12]([O:14][CH3:15])[CH:13]=1)[N:10]([CH3:16])[CH:9]=[C:8]2[C:17]1[NH:25][C:20]2=[N:21][CH:22]=[CH:23][CH:24]=[C:19]2[CH:18]=1, predict the reactants needed to synthesize it. The reactants are: [OH-].[K+].[CH3:3][O:4][C:5]1[CH:6]=[C:7]2[C:11](=[C:12]([O:14][CH3:15])[CH:13]=1)[N:10]([CH3:16])[CH:9]=[C:8]2[C:17]1[N:25](S(C2C=CC(C)=CC=2)(=O)=O)[C:20]2=[N:21][CH:22]=[CH:23][CH:24]=[C:19]2[CH:18]=1.O.